From a dataset of Peptide-MHC class I binding affinity with 185,985 pairs from IEDB/IMGT. Regression. Given a peptide amino acid sequence and an MHC pseudo amino acid sequence, predict their binding affinity value. This is MHC class I binding data. The peptide sequence is HSYLWDHQM. The MHC is HLA-A02:12 with pseudo-sequence HLA-A02:12. The binding affinity (normalized) is 0.0847.